Dataset: Full USPTO retrosynthesis dataset with 1.9M reactions from patents (1976-2016). Task: Predict the reactants needed to synthesize the given product. (1) Given the product [Cl:1][C:2]1[C:3]([N:13]2[CH2:18][CH2:17][N:16]([C:20]([NH:19][C:22]3[C:27]([O:28][CH3:29])=[CH:26][CH:25]=[CH:24][C:23]=3[O:30][CH3:31])=[O:21])[CH2:15][CH2:14]2)=[N:4][CH:5]=[C:6]([CH:12]=1)[C:7]([O:9][CH2:10][CH3:11])=[O:8], predict the reactants needed to synthesize it. The reactants are: [Cl:1][C:2]1[C:3]([N:13]2[CH2:18][CH2:17][NH:16][CH2:15][CH2:14]2)=[N:4][CH:5]=[C:6]([CH:12]=1)[C:7]([O:9][CH2:10][CH3:11])=[O:8].[N:19]([C:22]1[C:27]([O:28][CH3:29])=[CH:26][CH:25]=[CH:24][C:23]=1[O:30][CH3:31])=[C:20]=[O:21]. (2) Given the product [CH3:33][N:23]([CH3:24])[C:19]1[C:20]([CH3:22])=[CH:21][C:16]([C:15]#[N:14])=[CH:17][N:18]=1, predict the reactants needed to synthesize it. The reactants are: C(OC1C=C(C=C(OCC)C=1F)CN1CCC([NH:14][C:15](=O)[C:16]2[CH:21]=[C:20]([CH3:22])[C:19]([NH:23][CH3:24])=[N:18][CH:17]=2)CC1)C.[CH3:33][Si](C)(C)[N-][Si](C)(C)C.[Na+].CI. (3) The reactants are: [F:1][C:2]([F:17])([C:11]1[CH:16]=[CH:15][CH:14]=[CH:13][N:12]=1)[CH2:3][N:4]1[CH2:9][CH2:8][CH:7]([NH2:10])[CH2:6][CH2:5]1.Cl[C:19]1[C:20]2[CH:27]=[CH:26][NH:25][C:21]=2[N:22]=[CH:23][N:24]=1.CCN(C(C)C)C(C)C. Given the product [F:17][C:2]([F:1])([C:11]1[CH:16]=[CH:15][CH:14]=[CH:13][N:12]=1)[CH2:3][N:4]1[CH2:5][CH2:6][CH:7]([NH:10][C:19]2[C:20]3[CH:27]=[CH:26][NH:25][C:21]=3[N:22]=[CH:23][N:24]=2)[CH2:8][CH2:9]1, predict the reactants needed to synthesize it. (4) Given the product [CH3:17][C:2]([NH:31][C:25]([O:26][CH2:27][C:28]1[CH:24]=[CH:23][CH:38]=[CH:36][CH:35]=1)=[O:29])([CH3:3])[CH2:6][C:7]1[CH:16]=[CH:15][C:14]2[C:9](=[CH:10][CH:11]=[CH:12][CH:13]=2)[CH:8]=1, predict the reactants needed to synthesize it. The reactants are: C[C:2]([CH3:17])([CH2:6][C:7]1[CH:16]=[CH:15][C:14]2[C:9](=[CH:10][CH:11]=[CH:12][CH:13]=2)[CH:8]=1)[C:3](O)=O.C(N([CH2:23][CH3:24])CC)C.[C:25](Cl)(=[O:29])[O:26][CH2:27][CH3:28].[N-:31]=[N+]=[N-].[Na+].[CH3:35][C:36]([CH3:38])=O. (5) Given the product [F:1][C:2]([F:11])([F:10])[C:3]1[CH:8]=[CH:7][C:6]([N:12]2[CH2:16][CH2:15][C@@H:14]([NH:17][C:18](=[O:24])[O:19][C:20]([CH3:22])([CH3:21])[CH3:23])[CH2:13]2)=[CH:5][CH:4]=1, predict the reactants needed to synthesize it. The reactants are: [F:1][C:2]([F:11])([F:10])[C:3]1[CH:8]=[CH:7][C:6](I)=[CH:5][CH:4]=1.[NH:12]1[CH2:16][CH2:15][C@@H:14]([NH:17][C:18](=[O:24])[O:19][C:20]([CH3:23])([CH3:22])[CH3:21])[CH2:13]1.P([O-])([O-])([O-])=O.[K+].[K+].[K+].C(O)CO. (6) Given the product [C:3]([O:13][CH2:28][CH2:29][CH2:30][C:31]([O:26][C:20]1([CH3:19])[CH2:25][CH2:24][CH2:23][CH2:22][CH2:21]1)=[O:32])(=[O:17])[C:10]([CH3:11])=[CH2:9], predict the reactants needed to synthesize it. The reactants are: C([C:3]1([OH:13])[CH:10]2[CH2:11]C3CC(CC1C3)[CH2:9]2)C.ClCC(Cl)=[O:17].[CH3:19][C:20]1([OH:26])[CH2:25][CH2:24][CH2:23][CH2:22][CH2:21]1.Cl[CH2:28][CH2:29][CH2:30][C:31](Cl)=[O:32]. (7) Given the product [Cl:11][CH2:12][C:13]1[N:8]([CH3:9])[C:4]2[CH:5]=[CH:6][CH:7]=[C:2]([F:1])[C:3]=2[N:10]=1, predict the reactants needed to synthesize it. The reactants are: [F:1][C:2]1[CH:7]=[CH:6][CH:5]=[C:4]([NH:8][CH3:9])[C:3]=1[NH2:10].[Cl:11][CH2:12][C:13](O)=O.[NH4+].[OH-].